This data is from Reaction yield outcomes from USPTO patents with 853,638 reactions. The task is: Predict the reaction yield, written as a fraction of the theoretical maximum amount of product (1.0 means a 100% yield; for example, 0.34 means a 34% yield). The reactants are [CH2:1]([N:4]([CH2:17][CH2:18][CH3:19])[S:5]([C:8]1[CH:16]=[CH:15][C:11]([C:12]([OH:14])=O)=[CH:10][CH:9]=1)(=[O:7])=[O:6])[CH2:2][CH3:3].S(Cl)(Cl)=O.[NH2:24][C:25]1[S:26][C:27]2[C:33]([C:34]3[CH:39]=[CH:38][CH:37]=[CH:36][CH:35]=3)=[CH:32][CH:31]=[C:30]([O:40][CH3:41])[C:28]=2[N:29]=1.C(N(CC)CC)C. The catalyst is C1(C)C=CC=CC=1.CN(C1C=CN=CC=1)C. The product is [CH2:17]([N:4]([CH2:1][CH2:2][CH3:3])[S:5]([C:8]1[CH:9]=[CH:10][C:11]([C:12]([NH:24][C:25]2[S:26][C:27]3[C:33]([C:34]4[CH:39]=[CH:38][CH:37]=[CH:36][CH:35]=4)=[CH:32][CH:31]=[C:30]([O:40][CH3:41])[C:28]=3[N:29]=2)=[O:14])=[CH:15][CH:16]=1)(=[O:6])=[O:7])[CH2:18][CH3:19]. The yield is 0.920.